Dataset: Catalyst prediction with 721,799 reactions and 888 catalyst types from USPTO. Task: Predict which catalyst facilitates the given reaction. Reactant: O1[CH2:3][CH:2]1[CH:4]([CH3:27])[CH2:5][S:6]([C:9]1[CH:26]=[CH:25][C:12]([O:13][C:14]2[CH:19]=[CH:18][C:17]([CH2:20][C:21]([O:23][CH3:24])=[O:22])=[CH:16][CH:15]=2)=[CH:11][CH:10]=1)(=[O:8])=[O:7].NC(N)=[S:30]. Product: [S:30]1[CH2:3][CH:2]1[CH:4]([CH3:27])[CH2:5][S:6]([C:9]1[CH:26]=[CH:25][C:12]([O:13][C:14]2[CH:19]=[CH:18][C:17]([CH2:20][C:21]([O:23][CH3:24])=[O:22])=[CH:16][CH:15]=2)=[CH:11][CH:10]=1)(=[O:8])=[O:7]. The catalyst class is: 100.